This data is from Catalyst prediction with 721,799 reactions and 888 catalyst types from USPTO. The task is: Predict which catalyst facilitates the given reaction. (1) Reactant: [CH:1]([N:4]([CH:7]([CH3:9])[CH3:8])[CH2:5][CH3:6])([CH3:3])C.C[N:11](C(ON1N=NC2C=CC=CC1=2)=[N+](C)C)C.[B-](F)(F)(F)F.C1C=CC2N(O)N=NC=2C=1.[NH2:42][C:43]1[C:48]([CH3:49])=[CH:47][C:46]([CH2:50][C@@H:51]([NH:55][C:56]([N:58]2[CH2:63][CH2:62][CH:61]([N:64]3[CH2:70][CH2:69][C:68]4[CH:71]=[CH:72][CH:73]=[CH:74][C:67]=4[NH:66][C:65]3=[O:75])[CH2:60][CH2:59]2)=[O:57])[C:52](O)=[O:53])=[CH:45][C:44]=1[Cl:76].C1(N2CCNCC2)CC1.C(=O)([O-])O.[Na+]. Product: [NH2:42][C:43]1[C:48]([CH3:49])=[CH:47][C:46]([CH2:50][C@@H:51]([NH:55][C:56]([N:58]2[CH2:63][CH2:62][CH:61]([N:64]3[CH2:70][CH2:69][C:74]4[CH:73]=[CH:72][CH:71]=[CH:68][C:67]=4[NH:66][C:65]3=[O:75])[CH2:60][CH2:59]2)=[O:57])[C:52]([N:11]2[CH2:6][CH2:5][N:4]([CH:7]3[CH2:9][CH2:8]3)[CH2:1][CH2:3]2)=[O:53])=[CH:45][C:44]=1[Cl:76]. The catalyst class is: 198. (2) Reactant: [H-].[Na+].C(O)CCC.[CH3:8][CH:9]([C:13]([NH2:15])=[O:14])[C:10]([NH2:12])=[O:11].[F:16][C:17]([F:24])([F:23])[C:18](OCC)=O. Product: [CH3:8][C:9]1[C:13]([OH:14])=[N:15][C:18]([C:17]([F:24])([F:23])[F:16])=[N:12][C:10]=1[OH:11]. The catalyst class is: 11. (3) Reactant: [Cl:1][C:2]1[CH:10]=[CH:9][C:5]([CH:6]=[N:7][OH:8])=[CH:4][CH:3]=1.[Cl:11]N1C(=O)CCC1=O.Cl. Product: [Cl:1][C:2]1[CH:10]=[CH:9][C:5]([C:6]([Cl:11])=[N:7][OH:8])=[CH:4][CH:3]=1. The catalyst class is: 9. (4) Reactant: [F:1][C:2]([F:19])([F:18])[C:3]1[CH:17]=[CH:16][CH:15]=[CH:14][C:4]=1[CH2:5][C:6]1[O:10][N:9]=[C:8]([C:11]([OH:13])=O)[CH:7]=1.Cl.[O:21]1[CH2:25][CH2:24][CH:23]([CH2:26][NH2:27])[CH2:22]1.C(N(CC)CC)C.ON1C2C=CC=CC=2N=N1.Cl.C(N=C=NCCCN(C)C)C. Product: [O:21]1[CH2:25][CH2:24][CH:23]([CH2:26][NH:27][C:11]([C:8]2[CH:7]=[C:6]([CH2:5][C:4]3[CH:14]=[CH:15][CH:16]=[CH:17][C:3]=3[C:2]([F:1])([F:19])[F:18])[O:10][N:9]=2)=[O:13])[CH2:22]1. The catalyst class is: 22. (5) Reactant: C([O:3][C:4]([C:6]1[N:7]([CH2:12][C:13]([C:15]2[CH:20]=[CH:19][C:18]([Br:21])=[CH:17][CH:16]=2)=O)[CH:8]=[C:9]([F:11])[CH:10]=1)=O)C.C([O-])(=O)C.[NH4+:26].O. Product: [Br:21][C:18]1[CH:19]=[CH:20][C:15]([C:13]2[NH:26][C:4](=[O:3])[C:6]3[N:7]([CH:8]=[C:9]([F:11])[CH:10]=3)[CH:12]=2)=[CH:16][CH:17]=1. The catalyst class is: 15. (6) Reactant: C(=O)([O-])[O-].[K+].[K+].Cl.[CH3:8][C:9](=[CH2:12])[CH2:10][NH2:11].[C:13](O[C:13]([O:15][C:16]([CH3:19])([CH3:18])[CH3:17])=[O:14])([O:15][C:16]([CH3:19])([CH3:18])[CH3:17])=[O:14].O. Product: [CH3:12][C:9](=[CH2:8])[CH2:10][NH:11][C:13](=[O:14])[O:15][C:16]([CH3:19])([CH3:18])[CH3:17]. The catalyst class is: 21. (7) Reactant: [OH:1][C:2]1[CH:3]=[C:4]2[C:8](=[CH:9][CH:10]=1)[C:7](=[O:11])[CH2:6][CH2:5]2.[NH:12]1[C:20]2[C:15](=[CH:16][CH:17]=[CH:18][CH:19]=2)[C:14]([CH:21]=O)=[CH:13]1.[OH-].[Na+].O. Product: [NH:12]1[C:20]2[C:15](=[CH:16][CH:17]=[CH:18][CH:19]=2)[C:14](/[CH:21]=[C:6]2/[C:7](=[O:11])[C:8]3[C:4]([CH2:5]/2)=[CH:3][C:2]([OH:1])=[CH:10][CH:9]=3)=[CH:13]1. The catalyst class is: 5.